This data is from Full USPTO retrosynthesis dataset with 1.9M reactions from patents (1976-2016). The task is: Predict the reactants needed to synthesize the given product. (1) Given the product [OH:32][C@@H:31]1[C@H:30]([OH:34])[C@@H:29]([O:36][CH3:37])[C:28]([CH3:39])([CH3:38])[O:27][C@H:26]1[O:25][C:4]1[C:3]([CH2:1][CH3:2])=[C:12]2[C:7]([CH:8]=[C:9]([NH:14][C:15]([C:52]3[NH:51][C:59]4[C:54]([CH:53]=3)=[CH:55][CH:56]=[CH:57][CH:58]=4)=[O:24])[C:10](=[O:13])[O:11]2)=[CH:6][CH:5]=1, predict the reactants needed to synthesize it. The reactants are: [CH2:1]([C:3]1[C:4]([O:25][C@H:26]2[C@@H:31]3[O:32]C(=O)[O:34][C@@H:30]3[C@@H:29]([O:36][CH3:37])[C:28]([CH3:39])([CH3:38])[O:27]2)=[CH:5][CH:6]=[C:7]2[C:12]=1[O:11][C:10](=[O:13])[C:9]([NH:14][C:15](=[O:24])OCC1C=CC=CC=1)=[CH:8]2)[CH3:2].CCN=C=NCCCN(C)C.[NH:51]1[C:59]2[C:54](=[CH:55][CH:56]=[CH:57][CH:58]=2)[CH:53]=[C:52]1C(O)=O.C(=O)([O-])[O-]. (2) Given the product [CH3:9][C:4]1[C:3]([N+:10]([O-:12])=[O:11])=[C:2]([NH:13][C:14]2[CH:19]=[CH:18][C:17]([CH2:20][CH2:21][OH:22])=[CH:16][CH:15]=2)[CH:7]=[C:6]([CH3:8])[N:5]=1, predict the reactants needed to synthesize it. The reactants are: Cl[C:2]1[CH:7]=[C:6]([CH3:8])[N:5]=[C:4]([CH3:9])[C:3]=1[N+:10]([O-:12])=[O:11].[NH2:13][C:14]1[CH:19]=[CH:18][C:17]([CH2:20][CH2:21][OH:22])=[CH:16][CH:15]=1.